Dataset: Reaction yield outcomes from USPTO patents with 853,638 reactions. Task: Predict the reaction yield, written as a fraction of the theoretical maximum amount of product (1.0 means a 100% yield; for example, 0.34 means a 34% yield). (1) The reactants are [Cl:1][C:2]1[CH:7]=[CH:6][C:5]([C@H:8]([C:21](=[O:43])[N:22]2[CH2:27][CH2:26][N:25]([C:28]3[C:33]([C:34]4[CH:35]=[N:36][CH:37]=[CH:38][CH:39]=4)=[CH:32][N:31]=[C:30]4[NH:40][CH:41]=[CH:42][C:29]=34)[CH2:24][CH2:23]2)[CH2:9][N:10]([CH:18]([CH3:20])[CH3:19])C(=O)OC(C)(C)C)=[CH:4][CH:3]=1. The catalyst is C(O)(C(F)(F)F)=O. The product is [Cl:1][C:2]1[CH:7]=[CH:6][C:5]([C@@H:8]([CH2:9][NH:10][CH:18]([CH3:20])[CH3:19])[C:21]([N:22]2[CH2:27][CH2:26][N:25]([C:28]3[C:33]([C:34]4[CH:35]=[N:36][CH:37]=[CH:38][CH:39]=4)=[CH:32][N:31]=[C:30]4[NH:40][CH:41]=[CH:42][C:29]=34)[CH2:24][CH2:23]2)=[O:43])=[CH:4][CH:3]=1. The yield is 0.770. (2) The reactants are Br.Br[CH2:3][C:4]1[N:5]=[C:6]2[C:11](=[N:12][CH:13]=1)[N:10]=[C:9]([NH2:14])[N:8]=[C:7]2[NH2:15].[NH2:16][CH2:17][C:18]1[CH:23]=[CH:22][CH:21]=[CH:20][N:19]=1.C(=O)(O)[O-]. The catalyst is CN(C)C(=O)C. The product is [N:19]1[CH:20]=[CH:21][CH:22]=[CH:23][C:18]=1[CH2:17][NH:16][CH2:3][C:4]1[N:5]=[C:6]2[C:11](=[N:12][CH:13]=1)[N:10]=[C:9]([NH2:14])[N:8]=[C:7]2[NH2:15]. The yield is 0.570. (3) The reactants are [C:1]1([NH2:8])[C:2]([NH2:7])=[CH:3][CH:4]=[CH:5][CH:6]=1.C(N(CC)CC)C.[CH3:16][C:17]([O:20][C:21](O[C:21]([O:20][C:17]([CH3:19])([CH3:18])[CH3:16])=[O:22])=[O:22])([CH3:19])[CH3:18]. The catalyst is C(Cl)Cl. The product is [NH2:7][C:2]1[CH:3]=[CH:4][CH:5]=[CH:6][C:1]=1[NH:8][C:21](=[O:22])[O:20][C:17]([CH3:19])([CH3:18])[CH3:16]. The yield is 0.660. (4) The reactants are [I:1][C:2]1[CH:7]=[CH:6][C:5]([NH:8][C:9]2[CH:14]=[CH:13][N:12]=[C:11](S(C)(=O)=O)[N:10]=2)=[CH:4][CH:3]=1.[NH3:19]. No catalyst specified. The product is [I:1][C:2]1[CH:7]=[CH:6][C:5]([NH:8][C:9]2[CH:14]=[CH:13][N:12]=[C:11]([NH2:19])[N:10]=2)=[CH:4][CH:3]=1. The yield is 0.450.